Dataset: Peptide-MHC class I binding affinity with 185,985 pairs from IEDB/IMGT. Task: Regression. Given a peptide amino acid sequence and an MHC pseudo amino acid sequence, predict their binding affinity value. This is MHC class I binding data. (1) The peptide sequence is FQPQSGQFI. The MHC is H-2-Kb with pseudo-sequence H-2-Kb. The binding affinity (normalized) is 0.0258. (2) The peptide sequence is SMVNGVVKL. The MHC is HLA-A02:01 with pseudo-sequence HLA-A02:01. The binding affinity (normalized) is 0.703. (3) The peptide sequence is AVDLSHFLK. The MHC is HLA-B07:02 with pseudo-sequence HLA-B07:02. The binding affinity (normalized) is 0.0479. (4) The peptide sequence is QEPGPVGPL. The MHC is HLA-A11:01 with pseudo-sequence HLA-A11:01. The binding affinity (normalized) is 0.213. (5) The peptide sequence is ATAWRTGGY. The MHC is HLA-A30:01 with pseudo-sequence HLA-A30:01. The binding affinity (normalized) is 0.0847. (6) The peptide sequence is TSTAVNEEW. The MHC is Mamu-B17 with pseudo-sequence Mamu-B17. The binding affinity (normalized) is 0.570.